Dataset: Peptide-MHC class I binding affinity with 185,985 pairs from IEDB/IMGT. Task: Regression. Given a peptide amino acid sequence and an MHC pseudo amino acid sequence, predict their binding affinity value. This is MHC class I binding data. (1) The peptide sequence is LSPRTLNAW. The MHC is HLA-B42:01 with pseudo-sequence HLA-B42:01. The binding affinity (normalized) is 0.154. (2) The MHC is HLA-B51:01 with pseudo-sequence HLA-B51:01. The binding affinity (normalized) is 0. The peptide sequence is TSTVEEQIQW.